This data is from Reaction yield outcomes from USPTO patents with 853,638 reactions. The task is: Predict the reaction yield, written as a fraction of the theoretical maximum amount of product (1.0 means a 100% yield; for example, 0.34 means a 34% yield). (1) The reactants are [Cl:1][C:2]1[N:3]=[C:4](Cl)[C:5]2[C:10]([I:11])=[CH:9][N:8]([CH2:12][O:13][CH2:14][CH2:15][Si:16]([CH3:19])([CH3:18])[CH3:17])[C:6]=2[N:7]=1.[O:21]1[CH2:26][CH2:25][CH:24]([OH:27])[CH2:23][CH2:22]1.CC(C)([O-])C.[Na+]. The catalyst is O1CCOCC1. The product is [Cl:1][C:2]1[N:3]=[C:4]([O:27][CH:24]2[CH2:25][CH2:26][O:21][CH2:22][CH2:23]2)[C:5]2[C:10]([I:11])=[CH:9][N:8]([CH2:12][O:13][CH2:14][CH2:15][Si:16]([CH3:19])([CH3:18])[CH3:17])[C:6]=2[N:7]=1. The yield is 0.860. (2) The reactants are CON(C)[C:4](=O)[C:5]1[CH:10]=[CH:9][C:8]([F:11])=[CH:7][C:6]=1[NH:12][CH2:13][CH2:14][CH3:15].[H-].[H-].[H-].[H-].[Li+].[Al+3].C1(P(=[CH:43][C:44]([O:46][CH3:47])=[O:45])(C2C=CC=CC=2)C2C=CC=CC=2)C=CC=CC=1. The catalyst is C1COCC1.C1(C)C=CC=CC=1. The product is [CH3:47][O:46][C:44](=[O:45])[CH:43]=[CH:4][C:5]1[CH:10]=[CH:9][C:8]([F:11])=[CH:7][C:6]=1[NH:12][CH2:13][CH2:14][CH3:15]. The yield is 0.690. (3) The reactants are [CH:1]1([N:6]2[C:10]3[N:11]=[C:12]([NH:15][C:16]4[CH:21]=[CH:20][C:19]([N:22]5[CH2:26][CH2:25][C@@H:24]([O:27][Si](C(C)(C)C)(C)C)[CH2:23]5)=[CH:18][N:17]=4)[N:13]=[CH:14][C:9]=3[C:8]3[CH:35]=[CH:36][C:37](=[O:40])[N:38]([CH3:39])[C:7]2=3)[CH2:5][CH2:4][CH2:3][CH2:2]1.[F-].C([N+](CCCC)(CCCC)CCCC)CCC.C([O-])(O)=O.[Na+].C(OCC)C. The catalyst is C1COCC1.CO. The product is [CH:1]1([N:6]2[C:10]3[N:11]=[C:12]([NH:15][C:16]4[CH:21]=[CH:20][C:19]([N:22]5[CH2:26][CH2:25][C@@H:24]([OH:27])[CH2:23]5)=[CH:18][N:17]=4)[N:13]=[CH:14][C:9]=3[C:8]3[CH:35]=[CH:36][C:37](=[O:40])[N:38]([CH3:39])[C:7]2=3)[CH2:2][CH2:3][CH2:4][CH2:5]1. The yield is 0.500. (4) The reactants are I[C:2]1[CH:3]=[C:4]([N:8]2[C:16](=[O:17])[C:15]3[CH:14]4[C:18]([CH3:20])([CH3:19])[C:11]([CH3:21])([CH2:12][CH2:13]4)[C:10]=3[N:9]2[CH3:22])[CH:5]=[CH:6][CH:7]=1.[Cl:23][C:24]1[CH:29]=[CH:28][CH:27]=[CH:26][C:25]=1B(O)O.C(=O)([O-])[O-].[K+].[K+]. The catalyst is C(COC)OC.ClCCl.C1C=CC(P(C2C=CC=CC=2)[C-]2C=CC=C2)=CC=1.C1C=CC(P(C2C=CC=CC=2)[C-]2C=CC=C2)=CC=1.Cl[Pd]Cl.[Fe+2]. The product is [Cl:23][C:24]1[CH:29]=[CH:28][CH:27]=[CH:26][C:25]=1[C:2]1[CH:7]=[CH:6][CH:5]=[C:4]([N:8]2[C:16](=[O:17])[C:15]3[C@@H:14]4[C:18]([CH3:20])([CH3:19])[C@@:11]([CH3:21])([CH2:12][CH2:13]4)[C:10]=3[N:9]2[CH3:22])[CH:3]=1. The yield is 0.300. (5) The reactants are [Cl:1][C:2]1[CH:3]=[C:4]([C:8]2[CH:13]=[C:12]([CH2:14][C:15]3[CH:20]=[CH:19][C:18]([CH2:21][C:22](OC)=[O:23])=[CH:17][CH:16]=3)[CH:11]=[C:10]([C:26]([F:29])([F:28])[F:27])[N:9]=2)[CH:5]=[CH:6][CH:7]=1. The catalyst is C1COCC1. The product is [Cl:1][C:2]1[CH:3]=[C:4]([C:8]2[CH:13]=[C:12]([CH2:14][C:15]3[CH:20]=[CH:19][C:18]([CH2:21][CH2:22][OH:23])=[CH:17][CH:16]=3)[CH:11]=[C:10]([C:26]([F:29])([F:27])[F:28])[N:9]=2)[CH:5]=[CH:6][CH:7]=1. The yield is 0.180.